This data is from Reaction yield outcomes from USPTO patents with 853,638 reactions. The task is: Predict the reaction yield, written as a fraction of the theoretical maximum amount of product (1.0 means a 100% yield; for example, 0.34 means a 34% yield). (1) The reactants are [CH:1]1([C:4]2[C:12]([NH:13][S:14]([CH3:17])(=[O:16])=[O:15])=[CH:11][C:10]3[C:6](=[C:7]([C:25]([NH:27][CH3:28])=[O:26])[N:8]([C:18]4[CH:23]=[CH:22][C:21]([CH3:24])=[CH:20][N:19]=4)[N:9]=3)[CH:5]=2)[CH2:3][CH2:2]1.[O:29]1[CH2:32][CH:31]([CH2:33][CH2:34]O)[CH2:30]1.C1(P(C2C=CC=CC=2)C2C=CC=CC=2)C=CC=CC=1.CC(OC(/N=N/C(OC(C)C)=O)=O)C. The catalyst is C1COCC1.CCOC(C)=O. The product is [CH:1]1([C:4]2[C:12]([N:13]([S:14]([CH3:17])(=[O:15])=[O:16])[CH2:34][CH2:33][CH:31]3[CH2:32][O:29][CH2:30]3)=[CH:11][C:10]3[C:6](=[C:7]([C:25]([NH:27][CH3:28])=[O:26])[N:8]([C:18]4[CH:23]=[CH:22][C:21]([CH3:24])=[CH:20][N:19]=4)[N:9]=3)[CH:5]=2)[CH2:2][CH2:3]1. The yield is 0.590. (2) The reactants are [CH:1]1([S:4]([N:7]2[CH:11]=[C:10](B3OC(C)(C)C(C)(C)O3)[CH:9]=[N:8]2)(=[O:6])=[O:5])[CH2:3][CH2:2]1.Br[C:22]1[N:27]=[C:26]([NH2:28])[CH:25]=[CH:24][N:23]=1.C(=O)([O-])[O-].[Na+].[Na+].O.C(#N)C. The catalyst is C(=O)(O)[O-].[Na+].CC(P(C(C)(C)C)C1C=CC(N(C)C)=CC=1)(C)C.CC(P(C(C)(C)C)C1C=CC(N(C)C)=CC=1)(C)C.Cl[Pd]Cl. The product is [CH:1]1([S:4]([N:7]2[CH:11]=[C:10]([C:22]3[N:27]=[C:26]([NH2:28])[CH:25]=[CH:24][N:23]=3)[CH:9]=[N:8]2)(=[O:5])=[O:6])[CH2:2][CH2:3]1. The yield is 0.850.